This data is from Reaction yield outcomes from USPTO patents with 853,638 reactions. The task is: Predict the reaction yield, written as a fraction of the theoretical maximum amount of product (1.0 means a 100% yield; for example, 0.34 means a 34% yield). (1) The reactants are [CH:1]1([C:7]([CH:9]([C:13]2[CH:18]=[CH:17][CH:16]=[CH:15][CH:14]=2)[CH2:10][CH:11]=O)=[O:8])[CH2:6][CH2:5][CH2:4][CH2:3][CH2:2]1.[N:19]1[CH:24]=[CH:23][CH:22]=[CH:21][C:20]=1[N:25]1[CH2:30][CH2:29][NH:28][CH2:27][CH2:26]1.[Na]. No catalyst specified. The product is [N:19]1[CH:24]=[CH:23][CH:22]=[CH:21][C:20]=1[N:25]1[CH2:26][CH2:27][N:28]([CH2:11][CH2:10][CH:9]([C:7]([CH:1]2[CH2:6][CH2:5][CH2:4][CH2:3][CH2:2]2)=[O:8])[C:13]2[CH:18]=[CH:17][CH:16]=[CH:15][CH:14]=2)[CH2:29][CH2:30]1. The yield is 0.780. (2) The reactants are [CH2:1]1[CH2:5][O:4][CH2:3][CH2:2]1.[CH3:6][O:7][CH2:8][C:9]1C=[C:11]([CH:14]=[C:15]([CH2:17]OC)[CH:16]=1)C=O.CC(C)([O-])C.[K+]. The yield is 0.670. The product is [CH3:6][O:7][CH2:8][C:9]1[CH:16]=[C:15]([CH:17]=[C:1]([CH2:5][O:4][CH3:3])[CH:2]=1)[CH:14]=[CH2:11]. The catalyst is [Br-].C[P+](C1C=CC=CC=1)(C1C=CC=CC=1)C1C=CC=CC=1.O. (3) The reactants are [O:1]=[CH:2][C:3]1[CH:11]=[CH:10][C:8]([OH:9])=[C:5]([O:6][CH3:7])[CH:4]=1.C([O-])([O-])O[CH2:14][CH3:15].[H][H]. The catalyst is [C].[Pd]. The product is [CH2:14]([O:1][CH2:2][C:3]1[CH:11]=[CH:10][C:8]([OH:9])=[C:5]([O:6][CH3:7])[CH:4]=1)[CH3:15]. The yield is 0.753. (4) The reactants are [CH:1]12[CH2:8][CH2:7][CH:4]([CH2:5][CH2:6]1)[C:3](=[O:9])[NH:2]2.[H-].[Na+].Cl[C:13]1[CH:22]=[N:21][C:20]2[C:15](=[CH:16][C:17]([O:25][CH3:26])=[C:18]([O:23][CH3:24])[CH:19]=2)[N:14]=1. The catalyst is C1COCC1.CN(C=O)C. The product is [CH3:24][O:23][C:18]1[CH:19]=[C:20]2[C:15](=[CH:16][C:17]=1[O:25][CH3:26])[N:14]=[C:13]([N:2]1[C:3](=[O:9])[CH:4]3[CH2:7][CH2:8][CH:1]1[CH2:6][CH2:5]3)[CH:22]=[N:21]2. The yield is 0.230.